From a dataset of Full USPTO retrosynthesis dataset with 1.9M reactions from patents (1976-2016). Predict the reactants needed to synthesize the given product. (1) Given the product [Cl:5][C:6]1[CH:11]=[CH:10][CH:9]=[CH:8][C:7]=1[N:12]1[C:27]([C:28]2[CH:29]=[CH:30][C:31]([OH:34])=[CH:32][CH:33]=2)=[C:15]2[N:16]=[C:17]([CH3:26])[N:18]([CH2:21][C:22]([F:25])([F:23])[F:24])[C:19](=[O:20])[C:14]2=[N:13]1, predict the reactants needed to synthesize it. The reactants are: B(Br)(Br)Br.[Cl:5][C:6]1[CH:11]=[CH:10][CH:9]=[CH:8][C:7]=1[N:12]1[C:27]([C:28]2[CH:33]=[CH:32][C:31]([O:34]C)=[CH:30][CH:29]=2)=[C:15]2[N:16]=[C:17]([CH3:26])[N:18]([CH2:21][C:22]([F:25])([F:24])[F:23])[C:19](=[O:20])[C:14]2=[N:13]1. (2) Given the product [F:30][C:10]([F:29])([F:9])[C:11]1[CH:16]=[C:15]([C:17]([F:18])([F:19])[F:20])[CH:14]=[CH:13][C:12]=1[C:21]1[CH:26]=[CH:25][N:24]=[C:23]([C:27](=[N:7][OH:8])[NH2:28])[CH:22]=1, predict the reactants needed to synthesize it. The reactants are: C(=O)([O-])O.[Na+].Cl.[NH2:7][OH:8].[F:9][C:10]([F:30])([F:29])[C:11]1[CH:16]=[C:15]([C:17]([F:20])([F:19])[F:18])[CH:14]=[CH:13][C:12]=1[C:21]1[CH:26]=[CH:25][N:24]=[C:23]([C:27]#[N:28])[CH:22]=1. (3) Given the product [CH3:11][O:12][C:13](=[O:14])[CH:15]=[CH:9][C:7]1[CH:6]=[CH:5][N:4]=[C:3]([O:2][CH3:1])[CH:8]=1, predict the reactants needed to synthesize it. The reactants are: [CH3:1][O:2][C:3]1[CH:8]=[C:7]([CH:9]=O)[CH:6]=[CH:5][N:4]=1.[CH3:11][O:12][C:13]([CH:15]=P(C1C=CC=CC=1)(C1C=CC=CC=1)C1C=CC=CC=1)=[O:14].O. (4) Given the product [NH2:8][C:9]1[C:10]([CH3:11])=[C:2]([Cl:1])[CH:3]=[CH:4][C:5]=1[C:6]([OH:13])=[O:14], predict the reactants needed to synthesize it. The reactants are: [Cl:1][C:2]1[C:10]([CH3:11])=[C:9]2[C:5]([C:6](=[O:13])C(=O)[NH:8]2)=[CH:4][CH:3]=1.[OH-:14].[Na+].OO.Cl.